This data is from Reaction yield outcomes from USPTO patents with 853,638 reactions. The task is: Predict the reaction yield, written as a fraction of the theoretical maximum amount of product (1.0 means a 100% yield; for example, 0.34 means a 34% yield). (1) The reactants are [CH3:1][C:2]1[C:3]([NH:8][C:9](=O)OC(C)(C)C)=[N:4][CH:5]=[CH:6][CH:7]=1.[CH2:16]([Li])[CH2:17][CH2:18][CH3:19].CN(OC)C(C1(C)CC1)=O.Cl. The catalyst is O1CCCC1. The product is [CH3:16][C:17]1([C:9]2[NH:8][C:3]3=[N:4][CH:5]=[CH:6][CH:7]=[C:2]3[CH:1]=2)[CH2:19][CH2:18]1. The yield is 0.800. (2) The catalyst is ClCCl. The product is [C:21]([O:29][CH:30]([C:38]([F:40])([F:41])[F:39])[C:31]([F:36])([F:37])[S:32]([O-:35])(=[O:34])=[O:33])(=[O:28])[C:22]1[CH:23]=[CH:24][CH:25]=[CH:26][CH:27]=1.[C:15]1([S+:8]([C:2]2[CH:3]=[CH:4][CH:5]=[CH:6][CH:7]=2)[C:9]2[CH:14]=[CH:13][CH:12]=[CH:11][CH:10]=2)[CH:16]=[CH:17][CH:18]=[CH:19][CH:20]=1. The yield is 0.750. The reactants are [Cl-].[C:2]1([S+:8]([C:15]2[CH:20]=[CH:19][CH:18]=[CH:17][CH:16]=2)[C:9]2[CH:14]=[CH:13][CH:12]=[CH:11][CH:10]=2)[CH:7]=[CH:6][CH:5]=[CH:4][CH:3]=1.[C:21]([O:29][CH:30]([C:38]([F:41])([F:40])[F:39])[C:31]([F:37])([F:36])[S:32]([O-:35])(=[O:34])=[O:33])(=[O:28])[C:22]1[CH:27]=[CH:26][CH:25]=[CH:24][CH:23]=1.[Na+].